From a dataset of Full USPTO retrosynthesis dataset with 1.9M reactions from patents (1976-2016). Predict the reactants needed to synthesize the given product. Given the product [Cl:8][C:3]1[C:2]([NH:1][C:9](=[O:16])[C:10]2[CH:15]=[CH:14][CH:13]=[CH:12][CH:11]=2)=[CH:7][CH:6]=[CH:5][N:4]=1, predict the reactants needed to synthesize it. The reactants are: [NH2:1][C:2]1[C:3]([Cl:8])=[N:4][CH:5]=[CH:6][CH:7]=1.[C:9](Cl)(=[O:16])[C:10]1[CH:15]=[CH:14][CH:13]=[CH:12][CH:11]=1.